From a dataset of Forward reaction prediction with 1.9M reactions from USPTO patents (1976-2016). Predict the product of the given reaction. Given the reactants [F:1][C:2]([F:29])([F:28])[C:3]1[CH:8]=[C:7]([CH2:9][O:10][N:11]=[C:12]([C:14]2[CH:19]=[CH:18][C:17]([CH2:20]O)=[CH:16][CH:15]=2)[CH3:13])[CH:6]=[CH:5][C:4]=1[C:22]1[CH:27]=[CH:26][CH:25]=[CH:24][CH:23]=1.[NH2:30][CH2:31][CH2:32][C:33]([OH:35])=[O:34].CCN(CC)CC.[BH4-].[Na+], predict the reaction product. The product is: [F:1][C:2]([F:28])([F:29])[C:3]1[CH:8]=[C:7]([CH2:9][O:10][N:11]=[C:12]([C:14]2[CH:19]=[CH:18][C:17]([CH2:20][NH:30][CH2:31][CH2:32][C:33]([OH:35])=[O:34])=[CH:16][CH:15]=2)[CH3:13])[CH:6]=[CH:5][C:4]=1[C:22]1[CH:27]=[CH:26][CH:25]=[CH:24][CH:23]=1.